Dataset: Reaction yield outcomes from USPTO patents with 853,638 reactions. Task: Predict the reaction yield, written as a fraction of the theoretical maximum amount of product (1.0 means a 100% yield; for example, 0.34 means a 34% yield). (1) The reactants are Br[C:2]1[CH:7]=[C:6]([C:8]([CH3:11])([CH3:10])[CH3:9])[C:5]([N+:12]([O-:14])=[O:13])=[CH:4][C:3]=1[NH2:15].CCN(CC)CC.[CH3:23][Si:24]([C:27]#[CH:28])([CH3:26])[CH3:25]. The catalyst is C1(C)C=CC=CC=1.O.Cl[Pd](Cl)([P](C1C=CC=CC=1)(C1C=CC=CC=1)C1C=CC=CC=1)[P](C1C=CC=CC=1)(C1C=CC=CC=1)C1C=CC=CC=1.[Cu]I. The product is [C:8]([C:6]1[C:5]([N+:12]([O-:14])=[O:13])=[CH:4][C:3]([NH:15][C:28]#[C:27][Si:24]([CH3:26])([CH3:25])[CH3:23])=[CH:2][CH:7]=1)([CH3:11])([CH3:10])[CH3:9]. The yield is 0.810. (2) The reactants are Br[C:2]1[CH:7]=[CH:6][C:5]([C:8](=[O:11])[CH2:9][CH3:10])=[C:4]([F:12])[CH:3]=1.[B:13]1([B:13]2[O:17][C:16]([CH3:19])([CH3:18])[C:15]([CH3:21])([CH3:20])[O:14]2)[O:17][C:16]([CH3:19])([CH3:18])[C:15]([CH3:21])([CH3:20])[O:14]1.C([O-])(=O)C.[K+]. The catalyst is O1CCOCC1.C(OCC)(=O)C.C1C=CC(P(C2C=CC=CC=2)[C-]2C=CC=C2)=CC=1.C1C=CC(P(C2C=CC=CC=2)[C-]2C=CC=C2)=CC=1.Cl[Pd]Cl.[Fe+2].ClCCl. The product is [F:12][C:4]1[CH:3]=[C:2]([B:13]2[O:17][C:16]([CH3:19])([CH3:18])[C:15]([CH3:21])([CH3:20])[O:14]2)[CH:7]=[CH:6][C:5]=1[C:8](=[O:11])[CH2:9][CH3:10]. The yield is 0.250. (3) The reactants are Cl.[Cl:2][C:3]1[C:4]([F:28])=[C:5]([CH:25]=[CH:26][CH:27]=1)[NH:6][C:7]1[C:16]2[C:11](=[CH:12][C:13]([O:23][CH3:24])=[C:14]([O:17][C@H:18]3[CH2:22][CH2:21][NH:20][CH2:19]3)[CH:15]=2)[N:10]=[CH:9][N:8]=1.[CH3:29][N:30]([CH3:35])[S:31](Cl)(=[O:33])=[O:32]. The catalyst is C(Cl)Cl.N1C=CC=CC=1.C(N(C(C)C)CC)(C)C. The product is [Cl:2][C:3]1[C:4]([F:28])=[C:5]([CH:25]=[CH:26][CH:27]=1)[NH:6][C:7]1[C:16]2[C:11](=[CH:12][C:13]([O:23][CH3:24])=[C:14]([O:17][C@H:18]3[CH2:22][CH2:21][N:20]([S:31](=[O:33])(=[O:32])[N:30]([CH3:35])[CH3:29])[CH2:19]3)[CH:15]=2)[N:10]=[CH:9][N:8]=1. The yield is 0.530. (4) The yield is 0.700. The reactants are [NH2:1][C:2]1[CH:7]=[CH:6][C:5]([S:8]([NH:11][CH3:12])(=[O:10])=[O:9])=[CH:4][CH:3]=1.[N:13]#CN.[CH2:16]([N:23]1[C:27]([C:28](=O)[CH:29]=[CH:30][N:31](C)[CH3:32])=[CH:26][N:25]=[C:24]1[CH3:35])[C:17]1[CH:22]=[CH:21][CH:20]=[CH:19][CH:18]=1.C[O-].[Na+]. The product is [CH2:16]([N:23]1[C:27]([C:28]2[CH:29]=[CH:30][N:31]=[C:32]([NH:1][C:2]3[CH:7]=[CH:6][C:5]([S:8](=[O:10])(=[O:9])[NH:11][CH3:12])=[CH:4][CH:3]=3)[N:13]=2)=[CH:26][N:25]=[C:24]1[CH3:35])[C:17]1[CH:22]=[CH:21][CH:20]=[CH:19][CH:18]=1. The catalyst is CO.Cl.CC(N(C)C)=O. (5) The reactants are [C:1]1([CH:8]=[CH:7][CH:6]=[C:4]([OH:5])[CH:3]=1)[OH:2].[C:9]([CH2:13][C:14](OCC)=[O:15])(=O)[CH2:10][CH3:11].FC(F)(F)C(O)=O.S(=O)(=O)(O)O. The product is [CH2:10]([C:9]1[C:8]2[C:1](=[CH:3][C:4]([OH:5])=[CH:6][CH:7]=2)[O:2][C:14](=[O:15])[CH:13]=1)[CH3:11]. No catalyst specified. The yield is 0.420. (6) The reactants are [CH3:1][O:2][C:3]([C:5]1[C:10]([CH:11]=[CH2:12])=[C:9]([NH2:13])[N:8]=[C:7]([C:14]2[CH:19]=[CH:18][C:17]([Cl:20])=[C:16]([O:21][CH3:22])[C:15]=2[F:23])[N:6]=1)=[O:4]. The catalyst is C(O)C.[OH-].[Pd+2].[OH-]. The product is [CH3:1][O:2][C:3]([C:5]1[C:10]([CH2:11][CH3:12])=[C:9]([NH2:13])[N:8]=[C:7]([C:14]2[CH:19]=[CH:18][C:17]([Cl:20])=[C:16]([O:21][CH3:22])[C:15]=2[F:23])[N:6]=1)=[O:4]. The yield is 0.620. (7) The reactants are Br[C:2]1[N:7]=[C:6]([O:8][CH3:9])[C:5]([NH2:10])=[CH:4][CH:3]=1.[CH3:11][PH:12](=[O:14])[CH3:13].CC1(C)C2C(=C(P(C3C=CC=CC=3)C3C=CC=CC=3)C=CC=2)OC2C(P(C3C=CC=CC=3)C3C=CC=CC=3)=CC=CC1=2.P([O-])([O-])([O-])=O.[K+].[K+].[K+]. The catalyst is CN(C=O)C.C([O-])(=O)C.[Pd+2].C([O-])(=O)C. The product is [CH3:11][P:12]([C:2]1[N:7]=[C:6]([O:8][CH3:9])[C:5]([NH2:10])=[CH:4][CH:3]=1)([CH3:13])=[O:14]. The yield is 0.390. (8) The reactants are [F:1][C:2]([F:36])([F:35])[C:3]1[CH:4]=[C:5]([C:13]([CH3:34])([CH3:33])[C:14]([N:16]([C:18]2[CH:19]=[N:20][C:21](Cl)=[CH:22][C:23]=2[C:24]2[CH:29]=[CH:28][CH:27]=[CH:26][C:25]=2[CH:30]=[O:31])[CH3:17])=[O:15])[CH:6]=[C:7]([C:9]([F:12])([F:11])[F:10])[CH:8]=1.[CH3:37][C:38]([Si:41]([CH3:55])([CH3:54])[O:42][CH2:43][C@@H:44]1[CH2:53][N:52]2[C@H:47]([CH2:48][O:49][CH2:50][CH2:51]2)[CH2:46][NH:45]1)([CH3:40])[CH3:39].[Cl-].[OH-].[Na+]. The catalyst is C1(C)C=CC=CC=1.CCOC(C)=O. The product is [F:1][C:2]([F:36])([F:35])[C:3]1[CH:4]=[C:5]([C:13]([CH3:34])([CH3:33])[C:14]([N:16]([C:18]2[CH:19]=[N:20][C:21]([N:45]3[C@H:44]([CH2:43][O:42][Si:41]([C:38]([CH3:40])([CH3:39])[CH3:37])([CH3:54])[CH3:55])[CH2:53][N:52]4[C@H:47]([CH2:48][O:49][CH2:50][CH2:51]4)[CH2:46]3)=[CH:22][C:23]=2[C:24]2[CH:29]=[CH:28][CH:27]=[CH:26][C:25]=2[CH:30]=[O:31])[CH3:17])=[O:15])[CH:6]=[C:7]([C:9]([F:12])([F:11])[F:10])[CH:8]=1. The yield is 0.180.